Dataset: Full USPTO retrosynthesis dataset with 1.9M reactions from patents (1976-2016). Task: Predict the reactants needed to synthesize the given product. (1) Given the product [CH3:1][CH:2]([C:7]([O:14][CH2:13][C:11]([C@@:10]12[O:15][C@H:35]([CH:29]3[CH2:30][CH2:31][CH2:32][CH2:33][CH2:34]3)[O:16][C@@H:9]1[CH2:8][C@H:7]1[C@@H:6]3[CH2:17][CH2:18][C:19]4[C@@:25]([CH3:26])([C@H:5]3[C@@H:4]([OH:27])[CH2:3][C@@:2]12[CH3:1])[CH:24]=[CH:23][C:21](=[O:22])[CH:20]=4)=[O:12])=[O:37])[CH3:3], predict the reactants needed to synthesize it. The reactants are: [CH3:1][C@@:2]12[C@@:10]([OH:15])([C:11]([CH2:13][OH:14])=[O:12])[C@H:9]([OH:16])[CH2:8][C@H:7]1[C@@H:6]1[CH2:17][CH2:18][C:19]3[C@@:25]([CH3:26])([C@H:5]1[C@@H:4]([OH:27])[CH2:3]2)[CH:24]=[CH:23][C:21](=[O:22])[CH:20]=3.F.[CH:29]1([CH:35]=O)[CH2:34][CH2:33][CH2:32][CH2:31][CH2:30]1.[OH-:37].[NH4+]. (2) Given the product [CH2:1]([O:8][C:9]([N:11]1[CH2:19][C:18]2[C:13](=[CH:14][CH:15]=[C:16]([CH2:20][O:21][S:23]([CH3:22])(=[O:25])=[O:24])[CH:17]=2)[CH2:12]1)=[O:10])[C:2]1[CH:7]=[CH:6][CH:5]=[CH:4][CH:3]=1, predict the reactants needed to synthesize it. The reactants are: [CH2:1]([O:8][C:9]([N:11]1[CH2:19][C:18]2[C:13](=[CH:14][CH:15]=[C:16]([CH2:20][OH:21])[CH:17]=2)[CH2:12]1)=[O:10])[C:2]1[CH:7]=[CH:6][CH:5]=[CH:4][CH:3]=1.[CH3:22][S:23](Cl)(=[O:25])=[O:24].CCN(CC)CC.C([O-])(O)=O.[Na+]. (3) Given the product [F:1][C:2]1[CH:7]=[CH:6][CH:5]=[CH:4][C:3]=1[C:8]1[CH:17]=[C:16]([C:18]2[CH:27]=[CH:26][C:25]([O:32][CH3:31])=[C:24]3[C:19]=2[CH:20]=[CH:21][N:22]=[CH:23]3)[C:15]2[C:10](=[N:11][CH:12]=[CH:13][CH:14]=2)[N:9]=1, predict the reactants needed to synthesize it. The reactants are: [F:1][C:2]1[CH:7]=[CH:6][CH:5]=[CH:4][C:3]=1[C:8]1[CH:17]=[C:16]([C:18]2[CH:27]=[CH:26][C:25]([N+]([O-])=O)=[C:24]3[C:19]=2[CH:20]=[CH:21][N:22]=[CH:23]3)[C:15]2[C:10](=[N:11][CH:12]=[CH:13][CH:14]=2)[N:9]=1.[CH3:31][O-:32].[K+]. (4) Given the product [C:1]([O:5][C:6]([N:8]1[CH2:13][CH2:12][CH:11]([C:14]2[CH:18]=[CH:17][S:16][C:15]=2[CH2:19][OH:20])[CH2:10][CH2:9]1)=[O:7])([CH3:4])([CH3:2])[CH3:3], predict the reactants needed to synthesize it. The reactants are: [C:1]([O:5][C:6]([N:8]1[CH2:13][CH2:12][CH:11]([C:14]2[CH:18]=[CH:17][S:16][C:15]=2[C:19](OC)=[O:20])[CH2:10][CH2:9]1)=[O:7])([CH3:4])([CH3:3])[CH3:2].CO. (5) Given the product [CH3:35][C:24]1[CH:23]=[C:22]([NH:21][C:14]2[C:13]3[C:18](=[CH:19][CH:20]=[C:11]([CH:10]=[O:36])[CH:12]=3)[N:17]=[CH:16][N:15]=2)[CH:27]=[CH:26][C:25]=1[O:28][C:29]1[CH:30]=[CH:31][CH:32]=[CH:33][CH:34]=1, predict the reactants needed to synthesize it. The reactants are: C(OC(=O)NCC(O)[CH:10]([OH:36])[C:11]1[CH:12]=[C:13]2[C:18](=[CH:19][CH:20]=1)[N:17]=[CH:16][N:15]=[C:14]2[NH:21][C:22]1[CH:27]=[CH:26][C:25]([O:28][C:29]2[CH:34]=[CH:33][CH:32]=[CH:31][CH:30]=2)=[C:24]([CH3:35])[CH:23]=1)(C)(C)C. (6) Given the product [Br:1][C:2]1[CH:9]=[CH:8][C:5]([CH2:6][N:15]2[CH2:20][CH2:19][CH2:18][CH2:17][CH2:16]2)=[C:4]([O:10][C:11]([F:14])([F:13])[F:12])[CH:3]=1, predict the reactants needed to synthesize it. The reactants are: [Br:1][C:2]1[CH:9]=[CH:8][C:5]([CH:6]=O)=[C:4]([O:10][C:11]([F:14])([F:13])[F:12])[CH:3]=1.[NH:15]1[CH2:20][CH2:19][CH2:18][CH2:17][CH2:16]1.C(O[BH-](OC(=O)C)OC(=O)C)(=O)C.[Na+]. (7) The reactants are: [CH3:1][C:2]([NH:16][C:17](=[O:23])[O:18][C:19]([CH3:22])([CH3:21])[CH3:20])([C@H:4]1[CH2:8][CH2:7][N:6](CC2C=CC=CC=2)[CH2:5]1)[CH3:3]. Given the product [CH3:3][C:2]([NH:16][C:17](=[O:23])[O:18][C:19]([CH3:22])([CH3:21])[CH3:20])([C@H:4]1[CH2:8][CH2:7][NH:6][CH2:5]1)[CH3:1], predict the reactants needed to synthesize it.